From a dataset of Catalyst prediction with 721,799 reactions and 888 catalyst types from USPTO. Predict which catalyst facilitates the given reaction. (1) Product: [CH:51]1([C:54]([N:39]2[CH2:40][CH2:41][CH:36]([C:33]3[CH:32]=[CH:31][C:30]([CH2:29][O:28][C:3]4[C:2]([F:1])=[CH:7][CH:6]=[CH:5][C:4]=4[C:8]4[N:13]=[C:12]([N:14]5[C:18]([C:19]([F:21])([F:22])[F:20])=[C:17]([C:23]([O:25][CH2:26][CH3:27])=[O:24])[CH:16]=[N:15]5)[CH:11]=[CH:10][CH:9]=4)=[CH:35][CH:34]=3)[CH2:37][CH2:38]2)=[O:55])[CH2:53][CH2:52]1. Reactant: [F:1][C:2]1[C:3]([O:28][CH2:29][C:30]2[CH:35]=[CH:34][C:33]([CH:36]3[CH2:41][CH2:40][NH:39][CH2:38][CH2:37]3)=[CH:32][CH:31]=2)=[C:4]([C:8]2[N:13]=[C:12]([N:14]3[C:18]([C:19]([F:22])([F:21])[F:20])=[C:17]([C:23]([O:25][CH2:26][CH3:27])=[O:24])[CH:16]=[N:15]3)[CH:11]=[CH:10][CH:9]=2)[CH:5]=[CH:6][CH:7]=1.C(N(C(C)C)CC)(C)C.[CH:51]1([C:54](Cl)=[O:55])[CH2:53][CH2:52]1. The catalyst class is: 326. (2) Reactant: C(OC([N:8]1[CH2:13][CH2:12][CH:11]([CH2:14][NH:15][C:16]2[CH:21]=[CH:20][C:19]([CH2:22][N:23]3[C:27]4=[N:28][C:29]([CH3:33])=[CH:30][C:31]([CH3:32])=[C:26]4[N:25]=[C:24]3[CH3:34])=[CH:18][CH:17]=2)[CH2:10][CH2:9]1)=O)(C)(C)C.C(OCC)(=O)C.Cl.[OH-].[Na+]. Product: [CH3:34][C:24]1[N:23]([CH2:22][C:19]2[CH:20]=[CH:21][C:16]([NH:15][CH2:14][CH:11]3[CH2:10][CH2:9][NH:8][CH2:13][CH2:12]3)=[CH:17][CH:18]=2)[C:27]2=[N:28][C:29]([CH3:33])=[CH:30][C:31]([CH3:32])=[C:26]2[N:25]=1. The catalyst class is: 22. (3) Product: [Cl:15][C:11]1[CH:10]=[C:9]([C:7]2[N:6]=[C:5]3[CH2:16][CH2:17][CH2:18][C:4]3=[C:3]([N:20]([CH3:19])[C:21]3[CH:22]=[CH:23][C:24]([CH2:27][C:28]([NH2:30])=[O:29])=[CH:25][CH:26]=3)[CH:8]=2)[CH:14]=[CH:13][CH:12]=1. Reactant: Cl.Cl[C:3]1[CH:8]=[C:7]([C:9]2[CH:14]=[CH:13][CH:12]=[C:11]([Cl:15])[CH:10]=2)[N:6]=[C:5]2[CH2:16][CH2:17][CH2:18][C:4]=12.[CH3:19][NH:20][C:21]1[CH:26]=[CH:25][C:24]([CH2:27][C:28]([NH2:30])=[O:29])=[CH:23][CH:22]=1. The catalyst class is: 37. (4) Reactant: C[O:2][C:3]([C:5]1[C:9]([NH:10][C:11](=[O:26])[CH2:12][O:13][C:14]2[CH:19]=[CH:18][C:17]([C:20]3[N:25]=[CH:24][CH:23]=[CH:22][N:21]=3)=[CH:16][CH:15]=2)=[CH:8][S:7][CH:6]=1)=[O:4].C1COCC1.O.[OH-].[Li+]. Product: [N:21]1[CH:22]=[CH:23][CH:24]=[N:25][C:20]=1[C:17]1[CH:18]=[CH:19][C:14]([O:13][CH2:12][C:11]([NH:10][C:9]2[C:5]([C:3]([OH:4])=[O:2])=[CH:6][S:7][CH:8]=2)=[O:26])=[CH:15][CH:16]=1. The catalyst class is: 6. (5) Reactant: NOS(O)(=O)=O.C([O-])(=O)C.[Na+].[C:12]([O:16][C:17](=[O:42])[NH:18][CH2:19][C@@H:20]1[O:24][C:23](=[O:25])[N:22]([C:26]2[CH:27]=[CH:28][C:29]3[C:35](=[O:36])[C:34](=[CH:37][N:38](C)C)[CH2:33][CH2:32][CH2:31][C:30]=3[CH:41]=2)[CH2:21]1)([CH3:15])([CH3:14])[CH3:13]. The catalyst class is: 24. Product: [C:12]([O:16][C:17](=[O:42])[NH:18][CH2:19][C@@H:20]1[O:24][C:23](=[O:25])[N:22]([C:26]2[CH:27]=[CH:28][C:29]3[C:35]4[O:36][N:38]=[CH:37][C:34]=4[CH2:33][CH2:32][CH2:31][C:30]=3[CH:41]=2)[CH2:21]1)([CH3:15])([CH3:14])[CH3:13]. (6) Reactant: C(=O)([O-])[O-].[Cs+].[Cs+].[I-].[K+].[CH2:9]([O:11][C:12](=[O:26])[CH:13]([O:23][CH2:24][CH3:25])[CH2:14][C:15]1[CH:20]=[CH:19][C:18]([OH:21])=[CH:17][C:16]=1[CH3:22])[CH3:10].Cl[CH2:28][C:29]1[N:30]=[C:31]([C:35]2[CH:40]=[CH:39][CH:38]=[CH:37][C:36]=2[Cl:41])[O:32][C:33]=1[CH3:34].ClC1C=CC=CC=1C=O.O=P(Cl)(Cl)Cl. Product: [CH2:9]([O:11][C:12](=[O:26])[CH:13]([O:23][CH2:24][CH3:25])[CH2:14][C:15]1[CH:20]=[CH:19][C:18]([O:21][CH2:28][C:29]2[N:30]=[C:31]([C:35]3[CH:40]=[CH:39][CH:38]=[CH:37][C:36]=3[Cl:41])[O:32][C:33]=2[CH3:34])=[CH:17][C:16]=1[CH3:22])[CH3:10]. The catalyst class is: 21. (7) Reactant: [NH:1]1[CH:5]=[C:4]([C:6]2[S:10][CH:9]=[C:8]([C:11]([OH:13])=O)[CH:7]=2)[CH:3]=[N:2]1.CCN(C(C)C)C(C)C.[F:23][C:24]([F:37])([F:36])[CH2:25][N:26]1[CH:35]2[CH:30]([CH2:31][CH2:32][CH2:33][CH2:34]2)[NH:29][CH2:28][CH2:27]1.CN(C(ON1N=NC2C=CC=NC1=2)=[N+](C)C)C.F[P-](F)(F)(F)(F)F. Product: [NH:2]1[CH:3]=[C:4]([C:6]2[S:10][CH:9]=[C:8]([C:11]([N:29]3[CH:30]4[CH:35]([CH2:34][CH2:33][CH2:32][CH2:31]4)[N:26]([CH2:25][C:24]([F:36])([F:37])[F:23])[CH2:27][CH2:28]3)=[O:13])[CH:7]=2)[CH:5]=[N:1]1. The catalyst class is: 10. (8) The catalyst class is: 30. Product: [F:18][C:19]1[C:20]([CH2:31][N:32]([CH3:40])[C:33](=[O:39])[O:34][C:35]([CH3:36])([CH3:37])[CH3:38])=[CH:21][N:22]([S:47]([C:42]2[CH:43]=[CH:44][CH:45]=[CH:46][N:41]=2)(=[O:49])=[O:48])[C:23]=1[C:24]1[C:25]([F:30])=[N:26][CH:27]=[CH:28][CH:29]=1. Reactant: [H-].[Na+].C1OCCOCCOCCOCCOC1.[F:18][C:19]1[C:20]([CH2:31][N:32]([CH3:40])[C:33](=[O:39])[O:34][C:35]([CH3:38])([CH3:37])[CH3:36])=[CH:21][NH:22][C:23]=1[C:24]1[C:25]([F:30])=[N:26][CH:27]=[CH:28][CH:29]=1.[N:41]1[CH:46]=[CH:45][CH:44]=[CH:43][C:42]=1[S:47](Cl)(=[O:49])=[O:48]. (9) Reactant: [CH2:1]([C@@H:8]1[CH2:12][O:11][C:10](=[O:13])[N:9]1[C:14](=[O:21])[CH2:15][CH2:16][CH2:17][CH:18]([CH3:20])[CH3:19])[C:2]1[CH:7]=[CH:6][CH:5]=[CH:4][CH:3]=1.C[Si]([N-][Si](C)(C)C)(C)C.[Na+].[CH2:32](Br)[CH:33]=[CH2:34]. Product: [CH2:1]([C@@H:8]1[CH2:12][O:11][C:10](=[O:13])[N:9]1[C:14](=[O:21])[C@@H:15]([CH2:16][CH2:17][CH:18]([CH3:19])[CH3:20])[CH2:34][CH:33]=[CH2:32])[C:2]1[CH:3]=[CH:4][CH:5]=[CH:6][CH:7]=1. The catalyst class is: 1. (10) Reactant: Br[C:2]1[CH:7]=[CH:6][C:5]([CH2:8][C@@H:9]([NH:18][C:19]([C:21]2[N:22]=[N:23][NH:24][CH:25]=2)=[O:20])[CH2:10][C@:11]([CH2:16][OH:17])([CH3:15])[C:12]([OH:14])=[O:13])=[CH:4][CH:3]=1.[Cl:26][C:27]1[CH:28]=[CH:29][C:30]([CH3:36])=[C:31](B(O)O)[CH:32]=1.C(=O)([O-])[O-].[Na+].[Na+].O. Product: [Cl:26][C:27]1[CH:32]=[CH:31][C:30]([CH3:36])=[C:29]([C:2]2[CH:7]=[CH:6][C:5]([CH2:8][C@@H:9]([NH:18][C:19]([C:21]3[N:22]=[N:23][NH:24][CH:25]=3)=[O:20])[CH2:10][C@:11]([CH2:16][OH:17])([CH3:15])[C:12]([OH:14])=[O:13])=[CH:4][CH:3]=2)[CH:28]=1. The catalyst class is: 203.